From a dataset of Forward reaction prediction with 1.9M reactions from USPTO patents (1976-2016). Predict the product of the given reaction. Given the reactants [N:1]1[C:5](=[C:6]2[N:10]=[N:9][N:8]=[N:7]2)[N:4]=[N:3][N:2]=1.[NH4+:11].[NH4+].C(=O)([O-])[O-].[Cu+2:17], predict the reaction product. The product is: [N:1]1[C:5](=[C:6]2[N:10]=[N:9][N:8]=[N:7]2)[N:4]=[N:3][N:2]=1.[NH4+:11].[NH4+:1].[Cu+2:17].